From a dataset of Reaction yield outcomes from USPTO patents with 853,638 reactions. Predict the reaction yield, written as a fraction of the theoretical maximum amount of product (1.0 means a 100% yield; for example, 0.34 means a 34% yield). The reactants are C([N-]C(C)C)(C)C.[Li+].C([Li])CCC.C(NC(C)C)(C)C.[CH:21]([C:23]1[CH:24]=[C:25]2[C:30](=[CH:31][CH:32]=1)/[C:29](=[N:33]/[OH:34])/[CH2:28][CH2:27][CH2:26]2)=[CH2:22].[CH3:35][C:36]1([C:39]2[O:43][N:42]=[C:41]([C:44](OC)=O)[C:40]=2[C:48]([F:51])([F:50])[F:49])[CH2:38][CH2:37]1.O.C1(C)C=CC(S(O)(=O)=O)=CC=1. The catalyst is C1COCC1. The product is [CH3:35][C:36]1([C:39]2[O:43][N:42]=[C:41]([C:44]3[O:34][N:33]=[C:29]4[C:30]5[C:25]([CH2:26][CH2:27][C:28]=34)=[CH:24][C:23]([CH:21]=[CH2:22])=[CH:32][CH:31]=5)[C:40]=2[C:48]([F:51])([F:49])[F:50])[CH2:38][CH2:37]1. The yield is 0.160.